This data is from Reaction yield outcomes from USPTO patents with 853,638 reactions. The task is: Predict the reaction yield, written as a fraction of the theoretical maximum amount of product (1.0 means a 100% yield; for example, 0.34 means a 34% yield). (1) The reactants are [CH3:1][C:2]1[CH:3]=[N:4][C:5]([CH2:11][S+:12]([O-:24])[C:13]2[NH:14][C:15]3[CH:16]=[CH:17][C:18]([O:22][CH3:23])=[CH:19][C:20]=3[N:21]=2)=[C:6]([CH3:10])[C:7]=1[O:8][CH3:9].C1(C)C=CC=CC=1.[CH:32]1[CH:37]=[C:36]2[CH:38]=[CH:39][C:40]([OH:53])=[C:41]([C:42]3[C:51]4[C:46](=[CH:47][CH:48]=[CH:49][CH:50]=4)[CH:45]=[CH:44][C:43]=3[OH:52])[C:35]2=[CH:34][CH:33]=1. The catalyst is C1CCCCC1. The product is [CH3:1][C:2]1[C:7]([O:8][CH3:9])=[C:6]([CH3:10])[C:5]([CH2:11][S@@:12]([C:13]2[NH:21][C:20]3[CH:19]=[C:18]([O:22][CH3:23])[CH:17]=[CH:16][C:15]=3[N:14]=2)=[O:24])=[N:4][CH:3]=1.[CH:48]1[CH:47]=[C:46]2[CH:45]=[CH:44][C:43]([OH:52])=[C:42]([C:41]3[C:35]4[C:36](=[CH:37][CH:32]=[CH:33][CH:34]=4)[CH:38]=[CH:39][C:40]=3[OH:53])[C:51]2=[CH:50][CH:49]=1. The yield is 0.850. (2) The reactants are [CH2:1]([NH:8][C:9]1([C:12]2[CH:17]=[CH:16][C:15]([Br:18])=[CH:14][CH:13]=2)[CH2:11][CH2:10]1)[C:2]1[CH:7]=[CH:6][CH:5]=[CH:4][CH:3]=1.[C:19]([O-])([O-])=O.[K+].[K+].IC. The catalyst is CC(C)=O.CCOCC. The product is [CH2:1]([N:8]([C:9]1([C:12]2[CH:13]=[CH:14][C:15]([Br:18])=[CH:16][CH:17]=2)[CH2:11][CH2:10]1)[CH3:19])[C:2]1[CH:3]=[CH:4][CH:5]=[CH:6][CH:7]=1. The yield is 0.860. (3) The reactants are [CH3:1][O:2][CH2:3][CH2:4][O:5][C:6]1[C:7]([CH3:22])=[C:8]([CH:19]=[CH:20][CH:21]=1)[C:9](N(C)C1C=CC=CC=1)=[O:10].CC(C[AlH]CC(C)C)C.C(C(C(C([O-])=O)O)O)([O-])=O.[K+].[Na+]. The catalyst is C1COCC1. The product is [CH3:1][O:2][CH2:3][CH2:4][O:5][C:6]1[C:7]([CH3:22])=[C:8]([CH:19]=[CH:20][CH:21]=1)[CH:9]=[O:10]. The yield is 0.160. (4) The reactants are [F:1][C:2]1[CH:10]=[CH:9][CH:8]=[C:7]([F:11])[C:3]=1[C:4](Cl)=[O:5].C(N(CC)CC)C.[CH3:19][O:20][C:21]([C:23]1[C:27]([NH2:28])=[CH:26][S:25][N:24]=1)=[O:22].[OH-].[Na+]. The catalyst is C1COCC1. The product is [CH3:19][O:20][C:21]([C:23]1[C:27]([NH:28][C:4](=[O:5])[C:3]2[C:2]([F:1])=[CH:10][CH:9]=[CH:8][C:7]=2[F:11])=[CH:26][S:25][N:24]=1)=[O:22]. The yield is 0.700. (5) The reactants are Br[C:2]1[CH:3]=[N:4][CH:5]=[C:6]([O:8][CH2:9][C@H:10]2[CH2:14][CH2:13][CH2:12][N:11]2[C:15]([O:17][C:18]([CH3:21])([CH3:20])[CH3:19])=[O:16])[CH:7]=1.[N:22]1[CH:27]=[CH:26][CH:25]=[C:24]([CH2:28][O:29][CH2:30][CH2:31][CH:32]2[CH2:37][CH2:36][NH:35][CH2:34][CH2:33]2)[CH:23]=1.CC(C)([O-])C.[K+]. The catalyst is C1(C)C=CC=CC=1.CCOC(C)=O.C1C=CC(/C=C/C(/C=C/C2C=CC=CC=2)=O)=CC=1.C1C=CC(/C=C/C(/C=C/C2C=CC=CC=2)=O)=CC=1.C1C=CC(/C=C/C(/C=C/C2C=CC=CC=2)=O)=CC=1.[Pd].[Pd].C1(P(C2C=CC=CC=2)C2C3OC4C(=CC=CC=4P(C4C=CC=CC=4)C4C=CC=CC=4)C(C)(C)C=3C=CC=2)C=CC=CC=1. The product is [C:18]([O:17][C:15]([N:11]1[CH2:12][CH2:13][CH2:14][C@H:10]1[CH2:9][O:8][C:6]1[CH:5]=[N:4][CH:3]=[C:2]([N:35]2[CH2:34][CH2:33][CH:32]([CH2:31][CH2:30][O:29][CH2:28][C:24]3[CH:23]=[N:22][CH:27]=[CH:26][CH:25]=3)[CH2:37][CH2:36]2)[CH:7]=1)=[O:16])([CH3:21])([CH3:20])[CH3:19]. The yield is 0.890. (6) The reactants are Br[C:2]1[CH:3]=[C:4]([NH:10][C:11]2[CH:16]=[CH:15][C:14]([CH:17]3[CH2:20][N:19]([CH3:21])[CH2:18]3)=[CH:13]N=2)[C:5](=[O:9])[N:6]([CH3:8])[CH:7]=1.[C:22]([O:25][CH2:26][C:27]1[C:28]([N:42]2[CH2:54][CH2:53][N:45]3[C:46]4[CH2:47][CH2:48][CH2:49][CH2:50][C:51]=4[CH:52]=[C:44]3[C:43]2=[O:55])=[N:29][CH:30]=[CH:31][C:32]=1B1OC(C)(C)C(C)(C)O1)(=[O:24])[CH3:23].[O-]P([O-])([O-])=O.[K+].[K+].[K+].[C:64]([O-])(=O)C.[Na+]. The catalyst is C1C=CC(P(C2C=CC=CC=2)[C-]2C=CC=C2)=CC=1.C1C=CC(P(C2C=CC=CC=2)[C-]2C=CC=C2)=CC=1.Cl[Pd]Cl.[Fe+2].C(#N)C.O. The product is [C:22]([O:25][CH2:26][C:27]1[C:28]([N:42]2[CH2:54][CH2:53][N:45]3[C:46]4[CH2:47][CH2:48][CH2:49][CH2:50][C:51]=4[CH:52]=[C:44]3[C:43]2=[O:55])=[N:29][CH:30]=[CH:31][C:32]=1[C:2]1[CH:3]=[C:4]([NH:10][C:11]2[CH:64]=[CH:13][C:14]([CH:17]3[CH2:20][N:19]([CH3:21])[CH2:18]3)=[CH:15][CH:16]=2)[C:5](=[O:9])[N:6]([CH3:8])[CH:7]=1)(=[O:24])[CH3:23]. The yield is 0.490. (7) The reactants are Br[C:2]1[CH:3]=[CH:4][C:5]2[O:14][CH2:13][CH2:12][C:11]3[S:10][C:9]([C:15]4[N:16]([CH:20]([CH3:22])[CH3:21])[N:17]=[CH:18][N:19]=4)=[N:8][C:7]=3[C:6]=2[CH:23]=1.[F:24][C:25]([F:36])([F:35])[C:26]1[C:31](B(O)O)=[CH:30][CH:29]=[CH:28][N:27]=1. No catalyst specified. The product is [CH:20]([N:16]1[C:15]([C:9]2[S:10][C:11]3[CH2:12][CH2:13][O:14][C:5]4[CH:4]=[CH:3][C:2]([C:31]5[C:26]([C:25]([F:36])([F:35])[F:24])=[N:27][CH:28]=[CH:29][CH:30]=5)=[CH:23][C:6]=4[C:7]=3[N:8]=2)=[N:19][CH:18]=[N:17]1)([CH3:22])[CH3:21]. The yield is 0.250. (8) The reactants are Cl[C:2]1[N:3]=[CH:4][C:5]([C:8]([N:10]2[CH2:15][CH2:14][C:13]3[NH:16][C:17]([C:19]4[C:27]5[C:22](=[CH:23][C:24]([C:28]6[CH:33]=[C:32]([F:34])[C:31]([OH:35])=[CH:30][C:29]=6[CH2:36][CH3:37])=[CH:25][CH:26]=5)[NH:21][N:20]=4)=[N:18][C:12]=3[CH2:11]2)=[O:9])=[N:6][CH:7]=1.[NH:38]1[CH2:43][CH2:42][O:41][CH2:40][CH2:39]1. No catalyst specified. The product is [CH2:36]([C:29]1[CH:30]=[C:31]([OH:35])[C:32]([F:34])=[CH:33][C:28]=1[C:24]1[CH:23]=[C:22]2[C:27]([C:19]([C:17]3[NH:16][C:13]4[CH2:14][CH2:15][N:10]([C:8]([C:5]5[CH:4]=[N:3][C:2]([N:38]6[CH2:43][CH2:42][O:41][CH2:40][CH2:39]6)=[CH:7][N:6]=5)=[O:9])[CH2:11][C:12]=4[N:18]=3)=[N:20][NH:21]2)=[CH:26][CH:25]=1)[CH3:37]. The yield is 0.380.